This data is from Full USPTO retrosynthesis dataset with 1.9M reactions from patents (1976-2016). The task is: Predict the reactants needed to synthesize the given product. (1) Given the product [Br:18][C:7]1[CH:8]=[C:3]([O:2][CH3:1])[CH:4]=[C:5]([N+:10]([O-:12])=[O:11])[C:6]=1[OH:9], predict the reactants needed to synthesize it. The reactants are: [CH3:1][O:2][C:3]1[CH:8]=[CH:7][C:6]([OH:9])=[C:5]([N+:10]([O-:12])=[O:11])[CH:4]=1.CC(O[Na])=O.[Br:18]Br.Cl. (2) The reactants are: [C:1]1(=[N:7][NH:8][C:9]([O:11][C:12]([CH3:15])([CH3:14])[CH3:13])=[O:10])[CH2:6][CH2:5][CH2:4][CH2:3][CH2:2]1. Given the product [CH:1]1([NH:7][NH:8][C:9]([O:11][C:12]([CH3:15])([CH3:14])[CH3:13])=[O:10])[CH2:2][CH2:3][CH2:4][CH2:5][CH2:6]1, predict the reactants needed to synthesize it. (3) Given the product [CH:26]1([CH2:25][CH2:24][C:14]2([CH3:23])[C:15]3[C:20](=[CH:19][CH:18]=[CH:17][CH:16]=3)[C:21]([OH:22])=[C:12]([C:7]3[NH:6][C:5]4[CH:30]=[CH:31][C:2]([NH:1][S:48]([CH2:47][C:46]([O:45][C:41]([CH3:44])([CH3:43])[CH3:42])=[O:52])(=[O:50])=[O:49])=[CH:3][C:4]=4[S:9](=[O:11])(=[O:10])[N:8]=3)[C:13]2=[O:29])[CH2:28][CH2:27]1, predict the reactants needed to synthesize it. The reactants are: [NH2:1][C:2]1[CH:31]=[CH:30][C:5]2[NH:6][C:7]([C:12]3[C:13](=[O:29])[C:14]([CH2:24][CH2:25][CH:26]4[CH2:28][CH2:27]4)([CH3:23])[C:15]4[C:20]([C:21]=3[OH:22])=[CH:19][CH:18]=[CH:17][CH:16]=4)=[N:8][S:9](=[O:11])(=[O:10])[C:4]=2[CH:3]=1.C(N(CC)C(C)C)(C)C.[C:41]([O:45][C:46](=[O:52])[CH2:47][S:48](Cl)(=[O:50])=[O:49])([CH3:44])([CH3:43])[CH3:42]. (4) Given the product [Cl:1][CH2:2]/[C:3](/[O:11][CH3:12])=[CH:4]\[C:5]([O:7][CH2:8][CH:9]=[CH2:10])=[O:6], predict the reactants needed to synthesize it. The reactants are: [Cl:1][CH2:2][C:3](=[O:11])[CH2:4][C:5]([O:7][CH2:8][CH:9]=[CH2:10])=[O:6].[CH:12](OC)(OC)OC.O=P12OP3(OP(OP(O3)(O1)=O)(=O)O2)=O.